Dataset: Full USPTO retrosynthesis dataset with 1.9M reactions from patents (1976-2016). Task: Predict the reactants needed to synthesize the given product. (1) The reactants are: Br[C:2]1[N:6]=[CH:5][N:4]([C:7]2[CH:12]=[CH:11][C:10]([O:13][C:14]([F:17])([F:16])[F:15])=[CH:9][CH:8]=2)[N:3]=1.CC1(C)C(C)(C)OB([C:26]2[CH:27]=[C:28]3[C:33](=[CH:34][CH:35]=2)[CH2:32][CH:31]([NH:36][C:37](=[O:46])[O:38][CH2:39][C:40]2[CH:45]=[CH:44][CH:43]=[CH:42][CH:41]=2)[CH2:30][CH2:29]3)O1.P([O-])([O-])([O-])=O.[K+].[K+].[K+]. Given the product [F:15][C:14]([F:17])([F:16])[O:13][C:10]1[CH:11]=[CH:12][C:7]([N:4]2[CH:5]=[N:6][C:2]([C:26]3[CH:27]=[C:28]4[C:33](=[CH:34][CH:35]=3)[CH2:32][CH:31]([NH:36][C:37](=[O:46])[O:38][CH2:39][C:40]3[CH:45]=[CH:44][CH:43]=[CH:42][CH:41]=3)[CH2:30][CH2:29]4)=[N:3]2)=[CH:8][CH:9]=1, predict the reactants needed to synthesize it. (2) Given the product [CH:1]1([C@H:6]([N:29]2[CH:33]=[C:32]([C:34]3[C:35]4[CH:42]=[CH:41][N:40]([CH2:43][O:44][CH2:45][CH2:46][Si:47]([CH3:50])([CH3:49])[CH3:48])[C:36]=4[N:37]=[CH:38][N:39]=3)[CH:31]=[N:30]2)[CH2:7][CH:8]=[O:9])[CH2:5][CH2:4][CH2:3][CH2:2]1, predict the reactants needed to synthesize it. The reactants are: [CH:1]1(/[CH:6]=[CH:7]/[CH:8]=[O:9])[CH2:5][CH2:4][CH2:3][CH2:2]1.[N+](C1C=CC(C(O)=O)=CC=1)([O-])=O.C1(C)C=CC=CC=1.[NH:29]1[CH:33]=[C:32]([C:34]2[C:35]3[CH:42]=[CH:41][N:40]([CH2:43][O:44][CH2:45][CH2:46][Si:47]([CH3:50])([CH3:49])[CH3:48])[C:36]=3[N:37]=[CH:38][N:39]=2)[CH:31]=[N:30]1. (3) Given the product [C:29]([C:26]1[CH:25]=[CH:24][C:23]([CH:20]2[CH2:21][CH2:22][N:17]([C:15]([C:13]3[CH:12]=[CH:11][C:10]([CH3:31])=[C:9]([NH:8][S:5]([CH2:4][CH2:3][CH2:2][NH:1][S:35]([CH:33]([CH3:34])[CH3:32])(=[O:37])=[O:36])(=[O:7])=[O:6])[CH:14]=3)=[O:16])[CH2:18][CH2:19]2)=[CH:28][CH:27]=1)#[N:30], predict the reactants needed to synthesize it. The reactants are: [NH2:1][CH2:2][CH2:3][CH2:4][S:5]([NH:8][C:9]1[CH:14]=[C:13]([C:15]([N:17]2[CH2:22][CH2:21][CH:20]([C:23]3[CH:28]=[CH:27][C:26]([C:29]#[N:30])=[CH:25][CH:24]=3)[CH2:19][CH2:18]2)=[O:16])[CH:12]=[CH:11][C:10]=1[CH3:31])(=[O:7])=[O:6].[CH3:32][CH:33]([S:35](Cl)(=[O:37])=[O:36])[CH3:34]. (4) Given the product [Br:18][CH2:2][C:1]([C:4]1[CH:9]=[CH:8][C:7]([B:10]([OH:12])[OH:11])=[CH:6][C:5]=1[F:13])=[O:3], predict the reactants needed to synthesize it. The reactants are: [C:1]([C:4]1[CH:9]=[CH:8][C:7]([B:10]([OH:12])[OH:11])=[CH:6][C:5]=1[F:13])(=[O:3])[CH3:2].C(O)(=O)C.[Br:18]Br. (5) Given the product [Cl:15][C:16]1[C:21]([NH:1][CH2:2][C@H:3]([C@H:5]2[C@H:12]3[C@H:8]([O:9][C:10]([CH3:14])([CH3:13])[O:11]3)[CH2:7][CH2:6]2)[OH:4])=[N:20][CH:19]=[CH:18][N:17]=1, predict the reactants needed to synthesize it. The reactants are: [NH2:1][CH2:2][C@H:3]([C@H:5]1[C@H:12]2[C@H:8]([O:9][C:10]([CH3:14])([CH3:13])[O:11]2)[CH2:7][CH2:6]1)[OH:4].[Cl:15][C:16]1[C:21](Cl)=[N:20][CH:19]=[CH:18][N:17]=1.C(N(CC)CC)C. (6) Given the product [Cl:53][C:54]1[CH:58]=[CH:57][S:56][C:55]=1[C:59]([NH:29][C@H:28]([C:30]([OH:32])=[O:31])[CH2:27][C:24]1[CH:25]=[N:26][C:21]([O:20][CH2:19][CH2:18][C:15]2[CH:14]=[CH:13][C:12]3[CH2:11][CH2:10][CH2:9][NH:8][C:17]=3[N:16]=2)=[CH:22][CH:23]=1)=[O:60], predict the reactants needed to synthesize it. The reactants are: COC1C=CC(C[N:8]2[C:17]3[N:16]=[C:15]([CH2:18][CH2:19][O:20][C:21]4[N:26]=[CH:25][C:24]([CH2:27][C@@H:28]([C:30]([O:32]C(C)(C)C)=[O:31])[NH2:29])=[CH:23][CH:22]=4)[CH:14]=[CH:13][C:12]=3[CH2:11][CH2:10][CH2:9]2)=CC=1.OP=O.CCN=C=NCCCN(C)C.[Cl:53][C:54]1[CH:58]=[CH:57][S:56][C:55]=1[C:59](O)=[O:60].C1(OC)C=CC=CC=1.C(O)(C(F)(F)F)=O. (7) Given the product [CH3:1][O:2][C:3]1[CH:4]=[C:5]([NH:11][C:12]2[N:17]=[C:16]([N:18]3[C:22]([CH3:23])=[CH:21][C:20]([C:24]([F:25])([F:26])[F:27])=[N:19]3)[C:15]([C:28]3[CH:29]=[C:30]([C:36]([NH:48][S:45]([C:43]4[C:42]([C:49]([F:50])([F:51])[F:52])=[N:41][N:40]([CH3:39])[CH:44]=4)(=[O:47])=[O:46])=[O:37])[C:31]([O:34][CH3:35])=[N:32][CH:33]=3)=[CH:14][N:13]=2)[CH:6]=[C:7]([O:9][CH3:10])[CH:8]=1, predict the reactants needed to synthesize it. The reactants are: [CH3:1][O:2][C:3]1[CH:4]=[C:5]([NH:11][C:12]2[N:17]=[C:16]([N:18]3[C:22]([CH3:23])=[CH:21][C:20]([C:24]([F:27])([F:26])[F:25])=[N:19]3)[C:15]([C:28]3[CH:29]=[C:30]([C:36](O)=[O:37])[C:31]([O:34][CH3:35])=[N:32][CH:33]=3)=[CH:14][N:13]=2)[CH:6]=[C:7]([O:9][CH3:10])[CH:8]=1.[CH3:39][N:40]1[CH:44]=[C:43]([S:45]([NH2:48])(=[O:47])=[O:46])[C:42]([C:49]([F:52])([F:51])[F:50])=[N:41]1.[I-].ClC1C=CC=C[N+]=1C.C(N(CC)CC)C. (8) The reactants are: [CH2:1]([N:4]1[CH:13]2[CH:8]([C:9]3[CH:19]=[CH:18][CH:17]=[C:16]4[C:10]=3[C:11](=[CH:14][NH:15]4)[CH2:12]2)[CH2:7][C@@H:6]([C:20](O)=[O:21])[CH2:5]1)[CH:2]=[CH2:3].Cl.[CH3:24][N:25]([CH3:34])[CH2:26][CH2:27][CH2:28][N:29]=[C:30]=[N:31][CH2:32][CH3:33].C(N(C(C)C)C(C)C)C.CN(C)C=[O:47]. Given the product [CH3:33][CH2:32][NH:31][C:30]([N:29]([C:20]([C@H:6]1[CH2:5][N:4]([CH2:1][CH:2]=[CH2:3])[C@H:13]2[C@@H:8]([C:9]3[C:10]4[C:11]([CH2:12]2)=[CH:14][NH:15][C:16]=4[CH:17]=[CH:18][CH:19]=3)[CH2:7]1)=[O:21])[CH2:28][CH2:27][CH2:26][N:25]([CH3:24])[CH3:34])=[O:47], predict the reactants needed to synthesize it. (9) Given the product [OH:1][C:2]1[CH:9]=[CH:8][C:7]([I:18])=[CH:6][C:3]=1[C:4]#[N:5], predict the reactants needed to synthesize it. The reactants are: [OH:1][C:2]1[CH:9]=[CH:8][CH:7]=[CH:6][C:3]=1[C:4]#[N:5].FC(F)(F)S(O)(=O)=O.[I:18]N1C(=O)CCC1=O.O. (10) Given the product [CH3:16][Si:15]([CH3:18])([CH3:17])[CH2:14][CH2:13][O:12][CH2:11][N:8]1[C:5]2=[N:6][CH:7]=[C:2]([NH:20][C:19](=[O:26])[O:21][C:22]([CH3:25])([CH3:24])[CH3:23])[CH:3]=[C:4]2[CH:10]=[N:9]1, predict the reactants needed to synthesize it. The reactants are: Br[C:2]1[CH:3]=[C:4]2[CH:10]=[N:9][N:8]([CH2:11][O:12][CH2:13][CH2:14][Si:15]([CH3:18])([CH3:17])[CH3:16])[C:5]2=[N:6][CH:7]=1.[C:19](=[O:26])([O:21][C:22]([CH3:25])([CH3:24])[CH3:23])[NH2:20].CC1(C)C2C(=C(P(C3C=CC=CC=3)C3C=CC=CC=3)C=CC=2)OC2C(P(C3C=CC=CC=3)C3C=CC=CC=3)=CC=CC1=2.C([O-])([O-])=O.[Cs+].[Cs+].